This data is from Full USPTO retrosynthesis dataset with 1.9M reactions from patents (1976-2016). The task is: Predict the reactants needed to synthesize the given product. (1) Given the product [Si:15]([O:22][CH2:23][CH2:24][NH:1][CH2:2][CH:3]([C:5]1[CH:10]=[CH:9][CH:8]=[CH:7][CH:6]=1)[OH:4])([C:18]([CH3:21])([CH3:20])[CH3:19])([CH3:17])[CH3:16], predict the reactants needed to synthesize it. The reactants are: [NH2:1][CH2:2][CH:3]([C:5]1[CH:10]=[CH:9][CH:8]=[CH:7][CH:6]=1)[OH:4].C(O)(=O)C.[Si:15]([O:22][CH2:23][CH:24]=O)([C:18]([CH3:21])([CH3:20])[CH3:19])([CH3:17])[CH3:16].C([BH3-])#N.[Na+]. (2) Given the product [CH2:21]([NH:23][C:2]1[C:3]([CH2:10][O:11][CH2:12][O:13][CH3:14])=[N:4][C:5]([O:8][CH3:9])=[CH:6][CH:7]=1)[CH3:22], predict the reactants needed to synthesize it. The reactants are: Br[C:2]1[C:3]([CH2:10][O:11][CH2:12][O:13][CH3:14])=[N:4][C:5]([O:8][CH3:9])=[CH:6][CH:7]=1.CC(C)([O-])C.[Na+].[CH2:21]([NH2:23])[CH3:22]. (3) Given the product [F:18][C:14]1([F:17])[CH2:15][CH2:16][N:11]([CH:8]2[CH2:7][CH2:6][C:5](=[O:4])[CH2:10][CH2:9]2)[CH2:12][CH2:13]1, predict the reactants needed to synthesize it. The reactants are: O1[C:5]2([CH2:10][CH2:9][CH:8]([N:11]3[CH2:16][CH2:15][C:14]([F:18])([F:17])[CH2:13][CH2:12]3)[CH2:7][CH2:6]2)[O:4]CC1.[OH-].[Na+].